The task is: Predict which catalyst facilitates the given reaction.. This data is from Catalyst prediction with 721,799 reactions and 888 catalyst types from USPTO. (1) Reactant: [CH3:1][O:2][C:3]([C:5]1([NH:11][C:12]([O:14][C:15]([CH3:18])([CH3:17])[CH3:16])=[O:13])[CH2:10][CH2:9][NH:8][CH2:7][CH2:6]1)=[O:4].[C:19]1([CH3:29])[CH:24]=[CH:23][C:22]([S:25](Cl)(=[O:27])=[O:26])=[CH:21][CH:20]=1.CCN(CC)CC.C([O-])(O)=O.[Na+]. Product: [CH3:1][O:2][C:3]([C:5]1([NH:11][C:12]([O:14][C:15]([CH3:18])([CH3:17])[CH3:16])=[O:13])[CH2:10][CH2:9][N:8]([S:25]([C:22]2[CH:23]=[CH:24][C:19]([CH3:29])=[CH:20][CH:21]=2)(=[O:27])=[O:26])[CH2:7][CH2:6]1)=[O:4]. The catalyst class is: 2. (2) Reactant: [CH2:1]([C@@H:7]1[CH2:16][CH2:15][C:14]2[CH:13]=[C:12]([C@H:17]3[CH2:26][CH2:25][C@@:19]4([NH:23]C(=O)[O:21][CH2:20]4)[CH2:18]3)[CH:11]=[CH:10][C:9]=2[CH2:8]1)[CH2:2][CH2:3][CH2:4][CH2:5][CH3:6].[OH-].[Na+]. Product: [NH2:23][C@:19]1([CH2:20][OH:21])[CH2:25][CH2:26][C@H:17]([C:12]2[CH:11]=[CH:10][C:9]3[CH2:8][C@H:7]([CH2:1][CH2:2][CH2:3][CH2:4][CH2:5][CH3:6])[CH2:16][CH2:15][C:14]=3[CH:13]=2)[CH2:18]1. The catalyst class is: 155. (3) Reactant: [CH2:1]([O:3][C:4](=[O:25])[C:5]1[CH:10]=[C:9]([C:11]2[CH2:15][CH2:14][CH2:13][C:12]=2[C:16]2[CH:21]=[C:20]([Cl:22])[CH:19]=[CH:18][C:17]=2[O:23]C)[CH:8]=[N:7][CH:6]=1)[CH3:2].B(Br)(Br)Br. Product: [CH2:1]([O:3][C:4](=[O:25])[C:5]1[CH:10]=[C:9]([C:11]2[CH2:15][CH2:14][CH2:13][C:12]=2[C:16]2[CH:21]=[C:20]([Cl:22])[CH:19]=[CH:18][C:17]=2[OH:23])[CH:8]=[N:7][CH:6]=1)[CH3:2]. The catalyst class is: 4.